Regression. Given a peptide amino acid sequence and an MHC pseudo amino acid sequence, predict their binding affinity value. This is MHC class II binding data. From a dataset of Peptide-MHC class II binding affinity with 134,281 pairs from IEDB. (1) The peptide sequence is HFSNVFRSVMAPFTM. The MHC is HLA-DQA10301-DQB10302 with pseudo-sequence HLA-DQA10301-DQB10302. The binding affinity (normalized) is 0.324. (2) The peptide sequence is ILNTWLVKPGAGIMI. The MHC is DRB1_1001 with pseudo-sequence DRB1_1001. The binding affinity (normalized) is 0.348. (3) The peptide sequence is HELQIVDKIDAAFKI. The MHC is DRB1_0802 with pseudo-sequence DRB1_0802. The binding affinity (normalized) is 0.460. (4) The peptide sequence is QPEQPQQSFKEQERP. The MHC is HLA-DQA10501-DQB10201 with pseudo-sequence HLA-DQA10501-DQB10201. The binding affinity (normalized) is 0.362. (5) The peptide sequence is ASTVHATATIPLQAS. The MHC is DRB1_1101 with pseudo-sequence DRB1_1101. The binding affinity (normalized) is 0.210.